Predict the reaction yield, written as a fraction of the theoretical maximum amount of product (1.0 means a 100% yield; for example, 0.34 means a 34% yield). From a dataset of Reaction yield outcomes from USPTO patents with 853,638 reactions. (1) The reactants are [CH2:1]([N:3]1[C:7]2=[N:8][C:9]([CH2:61][CH3:62])=[C:10]([CH2:19][N:20]([CH3:60])[C:21]([C:23]3[CH:24]=[C:25]([C:29]([NH:31][CH2:32][C:33]4[CH:34]=[CH:35][C:36]([F:59])=[C:37]([C:39]5[CH:44]=[CH:43][CH:42]=[C:41]([CH2:45][N:46]6[CH2:51][CH2:50][N:49](C(OC(C)(C)C)=O)[CH2:48][CH2:47]6)[CH:40]=5)[CH:38]=4)=[O:30])[CH:26]=[CH:27][CH:28]=3)=[O:22])[C:11]([NH:12][CH:13]3[CH2:18][CH2:17][O:16][CH2:15][CH2:14]3)=[C:6]2[CH:5]=[N:4]1)[CH3:2].C(O)(C(F)(F)F)=O.C([O-])(O)=O.[Na+]. The catalyst is C(Cl)Cl. The product is [CH2:1]([N:3]1[C:7]2=[N:8][C:9]([CH2:61][CH3:62])=[C:10]([CH2:19][N:20]([CH3:60])[C:21]([C:23]3[CH:28]=[CH:27][CH:26]=[C:25]([C:29]([NH:31][CH2:32][C:33]4[CH:38]=[C:37]([C:39]5[CH:44]=[CH:43][CH:42]=[C:41]([CH2:45][N:46]6[CH2:47][CH2:48][NH:49][CH2:50][CH2:51]6)[CH:40]=5)[C:36]([F:59])=[CH:35][CH:34]=4)=[O:30])[CH:24]=3)=[O:22])[C:11]([NH:12][CH:13]3[CH2:18][CH2:17][O:16][CH2:15][CH2:14]3)=[C:6]2[CH:5]=[N:4]1)[CH3:2]. The yield is 0.950. (2) The reactants are [Br:1][C:2]1[CH:7]=[CH:6][C:5]2[C:8]3[C:13](Cl)=[N:12][CH:11]=[N:10][C:9]=3[S:15][C:4]=2[CH:3]=1.[Cl:16][C:17]1[CH:18]=[C:19]([NH2:31])[CH:20]=[CH:21][C:22]=1[O:23][CH2:24][C:25]1[CH:30]=[CH:29][CH:28]=[CH:27][N:26]=1.Cl.C([O-])(O)=O.[Na+]. The catalyst is O1CCOCC1.CC(O)C. The product is [Br:1][C:2]1[CH:7]=[CH:6][C:5]2[C:8]3[C:13]([NH:31][C:19]4[CH:20]=[CH:21][C:22]([O:23][CH2:24][C:25]5[CH:30]=[CH:29][CH:28]=[CH:27][N:26]=5)=[C:17]([Cl:16])[CH:18]=4)=[N:12][CH:11]=[N:10][C:9]=3[S:15][C:4]=2[CH:3]=1. The yield is 0.760. (3) The reactants are [C:1]([C:5]1[CH:9]=[C:8]([NH:10][C:11]([NH:13][C@@H:14]2[C:23]3[C:18](=[CH:19][CH:20]=[CH:21][CH:22]=3)[C@H:17]([O:24][C:25]3[CH:26]=[CH:27][C:28]4[N:29]([C:31]([N:34]5[CH2:39][CH2:38][CH2:37][CH2:36][C@@H:35]5[CH3:40])=[N:32][N:33]=4)[CH:30]=3)[CH2:16][CH2:15]2)=[O:12])[N:7]([C:41]2[CH:42]=[C:43]([CH:50]=[CH:51][CH:52]=2)[CH2:44][O:45]S(C)(=O)=O)[N:6]=1)([CH3:4])([CH3:3])[CH3:2].[CH3:53][N:54]1[CH2:60][CH2:59][CH2:58][NH:57][CH2:56][CH2:55]1.[CH2:61]1C[O:64]CC1. No catalyst specified. The product is [CH:44]([OH:45])=[O:64].[C:1]([C:5]1[CH:9]=[C:8]([NH:10][C:11]([NH:13][C@@H:14]2[C:23]3[C:18](=[CH:19][CH:20]=[CH:21][CH:22]=3)[C@H:17]([O:24][C:25]3[CH:26]=[CH:27][C:28]4[N:29]([C:31]([N:34]5[CH2:39][CH2:38][CH2:37][CH2:36][C@@H:35]5[CH3:40])=[N:32][N:33]=4)[CH:30]=3)[CH2:16][CH2:15]2)=[O:12])[N:7]([C:41]2[CH:42]=[CH:43][CH:50]=[C:51]([CH2:53][N:54]3[CH2:60][CH2:59][CH2:58][N:57]([CH3:61])[CH2:56][CH2:55]3)[CH:52]=2)[N:6]=1)([CH3:2])([CH3:3])[CH3:4]. The yield is 0.150. (4) The reactants are Br[C:2]1[CH:3]=[CH:4][C:5]2[S:9](=[O:11])(=[O:10])[NH:8][CH:7]([CH3:12])[C:6]=2[CH:13]=1.[F:14][C:15]1[CH:23]=[C:22]2[C:18]([C:19](B3OC(C)(C)C(C)(C)O3)=[CH:20][N:21]2[C:24]([O:26][C:27]([CH3:30])([CH3:29])[CH3:28])=[O:25])=[CH:17][CH:16]=1.[O-]P([O-])([O-])=O.[K+].[K+].[K+]. The catalyst is O1CCOCC1.O.CCOC(C)=O.C1C=CC(P(C2C=CC=CC=2)[C-]2C=CC=C2)=CC=1.C1C=CC(P(C2C=CC=CC=2)[C-]2C=CC=C2)=CC=1.Cl[Pd]Cl.[Fe+2]. The product is [F:14][C:15]1[CH:23]=[C:22]2[C:18]([C:19]([C:2]3[CH:3]=[CH:4][C:5]4[S:9](=[O:11])(=[O:10])[NH:8][CH:7]([CH3:12])[C:6]=4[CH:13]=3)=[CH:20][N:21]2[C:24]([O:26][C:27]([CH3:30])([CH3:29])[CH3:28])=[O:25])=[CH:17][CH:16]=1. The yield is 0.790. (5) The reactants are C1(C(C2C=CC=CC=2)=[N:8][NH:9][C:10]2[CH:11]=[C:12]3[C:17](=[CH:18][CH:19]=2)[N:16]=[CH:15][CH:14]=[CH:13]3)C=CC=CC=1.[CH:26]1([C:31](=O)[CH2:32][C:33]#[N:34])[CH2:30][CH2:29][CH2:28][CH2:27]1. No catalyst specified. The product is [CH:26]1([C:31]2[CH:32]=[C:33]([NH2:34])[N:9]([C:10]3[CH:11]=[C:12]4[C:17](=[CH:18][CH:19]=3)[N:16]=[CH:15][CH:14]=[CH:13]4)[N:8]=2)[CH2:30][CH2:29][CH2:28][CH2:27]1. The yield is 0.530. (6) The reactants are C([O:3][C:4]([C:6]1[CH:7]=[N:8][N:9]([C:12]([CH3:15])([CH3:14])[CH3:13])[C:10]=1[Cl:11])=[O:5])C.[Li+].[OH-]. The catalyst is CO.O. The product is [C:12]([N:9]1[C:10]([Cl:11])=[C:6]([C:4]([OH:5])=[O:3])[CH:7]=[N:8]1)([CH3:15])([CH3:13])[CH3:14]. The yield is 0.910. (7) The reactants are [C:1]([O:4][CH2:5][C@@:6]1([C:21]#[CH:22])[O:10][C@@H:9]([N:11]2[CH:19]=[C:17]([CH3:18])[C:15](=[O:16])[NH:14][C:12]2=[O:13])[CH2:8][C@H:7]1[OH:20])(=[O:3])[CH3:2].[CH3:23][S:24](Cl)(=[O:26])=[O:25]. The catalyst is N1C=CC=CC=1. The product is [C:1]([O:4][CH2:5][C@@:6]1([C:21]#[CH:22])[O:10][C@@H:9]([N:11]2[CH:19]=[C:17]([CH3:18])[C:15](=[O:16])[NH:14][C:12]2=[O:13])[CH2:8][C@H:7]1[O:20][S:24]([CH3:23])(=[O:26])=[O:25])(=[O:3])[CH3:2]. The yield is 1.00.